This data is from Catalyst prediction with 721,799 reactions and 888 catalyst types from USPTO. The task is: Predict which catalyst facilitates the given reaction. (1) Reactant: Br[C:2]1[CH:7]=[C:6]([CH:8]([O:12]CC)OCC)[CH:5]=[CH:4][N:3]=1.[BrH:15]. The catalyst class is: 250. Product: [Br:15][C:5]1[CH:4]=[N:3][CH:2]=[CH:7][C:6]=1[CH:8]=[O:12]. (2) Reactant: [N:1]([CH2:4][C@H:5]([OH:15])[CH2:6][O:7][C:8]1[C:9](Cl)=[N:10][CH:11]=[CH:12][CH:13]=1)=[N+:2]=[N-:3].[H-].[Na+]. Product: [N:1]([CH2:4][C@@H:5]1[O:15][C:9]2=[N:10][CH:11]=[CH:12][CH:13]=[C:8]2[O:7][CH2:6]1)=[N+:2]=[N-:3]. The catalyst class is: 1. (3) Reactant: [CH3:1][C:2]1[CH:3]=[C:4]([CH:7]=O)[S:5][CH:6]=1.[CH2:9]([O:11][CH:12]([O:15][CH2:16][CH3:17])[CH2:13][NH2:14])[CH3:10].C1(C)C=CC=CC=1. Product: [CH2:9]([O:11][CH:12]([O:15][CH2:16][CH3:17])[CH2:13][N:14]=[CH:7][C:4]1[S:5][CH:6]=[C:2]([CH3:1])[CH:3]=1)[CH3:10]. The catalyst class is: 6.